From a dataset of Reaction yield outcomes from USPTO patents with 853,638 reactions. Predict the reaction yield, written as a fraction of the theoretical maximum amount of product (1.0 means a 100% yield; for example, 0.34 means a 34% yield). The reactants are [CH3:1][O:2][C:3](=[O:21])[C:4]1[CH:9]=[C:8]([C:10](=[O:12])[CH3:11])[CH:7]=[CH:6][C:5]=1[O:13][CH2:14][C:15]1[CH:20]=[CH:19][CH:18]=[CH:17][CH:16]=1.[Br:22]Br.C(OCC)C. The catalyst is C(Cl)(Cl)Cl.C1(C)C=CC=CC=1. The product is [CH3:1][O:2][C:3](=[O:21])[C:4]1[CH:9]=[C:8]([C:10](=[O:12])[CH2:11][Br:22])[CH:7]=[CH:6][C:5]=1[O:13][CH2:14][C:15]1[CH:16]=[CH:17][CH:18]=[CH:19][CH:20]=1. The yield is 0.550.